Predict the product of the given reaction. From a dataset of Forward reaction prediction with 1.9M reactions from USPTO patents (1976-2016). (1) Given the reactants Br[CH2:2][C:3]([C:5]1[C:10]([O:11][CH3:12])=[CH:9][CH:8]=[C:7]([Br:13])[C:6]=1[O:14][Si](C(C)(C)C)(C)C)=[O:4].[F-].C([N+](CCCC)(CCCC)CCCC)CCC, predict the reaction product. The product is: [Br:13][C:7]1[C:6]2[O:14][CH2:2][C:3](=[O:4])[C:5]=2[C:10]([O:11][CH3:12])=[CH:9][CH:8]=1. (2) Given the reactants CO[C:3]([C:5]1[N:13]=[CH:12][C:11]2[NH:10][C:9]3[N:14]=[CH:15][C:16]([C:18]4[CH:23]=[CH:22][C:21]([CH2:24][N:25]5[CH2:30][CH2:29][CH2:28][CH2:27][CH2:26]5)=[CH:20][CH:19]=4)=[CH:17][C:8]=3[C:7]=2[CH:6]=1)=[O:4].[CH2:31]([NH2:33])[CH3:32], predict the reaction product. The product is: [CH2:31]([NH:33][C:3]([C:5]1[N:13]=[CH:12][C:11]2[NH:10][C:9]3[N:14]=[CH:15][C:16]([C:18]4[CH:19]=[CH:20][C:21]([CH2:24][N:25]5[CH2:26][CH2:27][CH2:28][CH2:29][CH2:30]5)=[CH:22][CH:23]=4)=[CH:17][C:8]=3[C:7]=2[CH:6]=1)=[O:4])[CH3:32].